Regression. Given a peptide amino acid sequence and an MHC pseudo amino acid sequence, predict their binding affinity value. This is MHC class I binding data. From a dataset of Peptide-MHC class I binding affinity with 185,985 pairs from IEDB/IMGT. (1) The peptide sequence is IPQSLYSWWTSL. The MHC is H-2-Ld with pseudo-sequence H-2-Ld. The binding affinity (normalized) is 0.830. (2) The peptide sequence is VVVRPANL. The MHC is H-2-Kb with pseudo-sequence H-2-Kb. The binding affinity (normalized) is 0.698. (3) The MHC is BoLA-JSP.1 with pseudo-sequence BoLA-JSP.1. The binding affinity (normalized) is 0.468. The peptide sequence is AAAAFEAAL.